This data is from Forward reaction prediction with 1.9M reactions from USPTO patents (1976-2016). The task is: Predict the product of the given reaction. (1) Given the reactants [Cl:1][C:2]1[CH:3]=[C:4]([CH:19]=[CH:20][C:21]=1[Cl:22])[O:5][C:6]1[C:7](=[O:18])[NH:8][C:9](SC)=[N:10][C:11]=1[C:12]([F:15])([F:14])[F:13].O[O:24][S:25]([O-:27])=O.[K+].P(O)([O-])([O-])=O.[K+].[K+].O.O1CCOC[CH2:38]1, predict the reaction product. The product is: [Cl:1][C:2]1[CH:3]=[C:4]([CH:19]=[CH:20][C:21]=1[Cl:22])[O:5][C:6]1[C:7](=[O:18])[NH:8][C:9]([S:25]([CH3:38])(=[O:27])=[O:24])=[N:10][C:11]=1[C:12]([F:14])([F:13])[F:15]. (2) Given the reactants [Cl:1][C:2]1[CH:7]=[CH:6][C:5]([NH:8][C:9](=[O:21])[C:10]2[CH:15]=[CH:14][C:13]([C:16]([F:19])([F:18])[F:17])=[N:12][C:11]=2[CH3:20])=[CH:4][C:3]=1[C:22]1[CH:27]=[CH:26][C:25]([O:28][Si](C(C)C)(C(C)C)C(C)C)=[CH:24][N:23]=1.CCCC[N+](CCCC)(CCCC)CCCC.[F-], predict the reaction product. The product is: [Cl:1][C:2]1[CH:7]=[CH:6][C:5]([NH:8][C:9](=[O:21])[C:10]2[CH:15]=[CH:14][C:13]([C:16]([F:18])([F:17])[F:19])=[N:12][C:11]=2[CH3:20])=[CH:4][C:3]=1[C:22]1[CH:27]=[CH:26][C:25]([OH:28])=[CH:24][N:23]=1. (3) Given the reactants [F:1][C:2]([F:11])([F:10])/[CH:3]=[CH:4]/[C:5]([O:7][CH2:8][CH3:9])=[O:6].C(O)(C(F)(F)F)=O.[CH2:19]([N:26]([CH2:30][Si](C)(C)C)[CH2:27]OC)[C:20]1[CH:25]=[CH:24][CH:23]=[CH:22][CH:21]=1, predict the reaction product. The product is: [CH2:19]([N:26]1[CH2:30][C@@H:3]([C:2]([F:10])([F:11])[F:1])[C@H:4]([C:5]([O:7][CH2:8][CH3:9])=[O:6])[CH2:27]1)[C:20]1[CH:25]=[CH:24][CH:23]=[CH:22][CH:21]=1. (4) The product is: [CH2:27]([CH:26]([CH2:29][CH3:30])[CH2:10][C@@:11]1([CH3:5])[C:12](=[O:23])[O:13][CH2:14][C@H:15]([C:17]2[CH:22]=[CH:21][CH:20]=[CH:19][CH:18]=2)[NH:16]1)[CH3:28]. Given the reactants B(F)(F)F.[CH3:5]COCC.[CH3:10][C:11]1[C:12](=[O:23])[O:13][CH2:14][C@H:15]([C:17]2[CH:22]=[CH:21][CH:20]=[CH:19][CH:18]=2)[N:16]=1.BrC[CH:26]([CH2:29][CH3:30])[CH2:27][CH3:28].[Mg], predict the reaction product. (5) Given the reactants [Br:1][C:2]1[CH:7]=[C:6]([CH3:8])[CH:5]=[CH:4][N:3]=1.[Li+].CC([N-]C(C)C)C.[CH2:17]([O:19][C:20](Cl)=[O:21])[CH3:18].[NH4+].[Cl-].[C:25]([O:28][CH2:29][CH3:30])(=[O:27])C, predict the reaction product. The product is: [CH2:17]([O:19][C:20](=[O:21])[CH:8]([C:6]1[CH:5]=[CH:4][N:3]=[C:2]([Br:1])[CH:7]=1)[C:25]([O:28][CH2:29][CH3:30])=[O:27])[CH3:18]. (6) Given the reactants [C:1]([O:5][C:6]([N:8]1[CH2:13][CH2:12][N:11]([C:14]2[CH:19]=[CH:18][CH:17]=[C:16]([NH:20][CH2:21][C:22]3[CH:27]=[CH:26][CH:25]=[CH:24][CH:23]=3)[C:15]=2[NH2:28])[CH2:10][CH2:9]1)=[O:7])([CH3:4])([CH3:3])[CH3:2].[C:29](=O)([O-])[O-:30].[Na+].[Na+].C(Cl)(Cl)=O, predict the reaction product. The product is: [C:1]([O:5][C:6]([N:8]1[CH2:13][CH2:12][N:11]([C:14]2[C:15]3[NH:28][C:29](=[O:30])[N:20]([CH2:21][C:22]4[CH:23]=[CH:24][CH:25]=[CH:26][CH:27]=4)[C:16]=3[CH:17]=[CH:18][CH:19]=2)[CH2:10][CH2:9]1)=[O:7])([CH3:4])([CH3:2])[CH3:3]. (7) Given the reactants [F:1][CH:2]([F:31])[N:3]1[N:19]=[CH:18][C:17]2[NH:16][C:15](=[O:20])[C@H:14]([CH3:21])[CH:13]=[CH:12][CH2:11][C@H:10]([NH:22][C:23](=[O:29])[O:24][C:25]([CH3:28])([CH3:27])[CH3:26])[C:9]3[CH:30]=[C:5]([CH:6]=[CH:7][CH:8]=3)[C:4]1=2, predict the reaction product. The product is: [F:31][CH:2]([F:1])[N:3]1[N:19]=[CH:18][C:17]2[NH:16][C:15](=[O:20])[C@H:14]([CH3:21])[CH2:13][CH2:12][CH2:11][C@H:10]([NH:22][C:23](=[O:29])[O:24][C:25]([CH3:26])([CH3:28])[CH3:27])[C:9]3[CH:30]=[C:5]([CH:6]=[CH:7][CH:8]=3)[C:4]1=2. (8) Given the reactants FC(F)(F)S(O[C:7]1[CH2:12][CH2:11][N:10]([C:13]([O:15][C:16]([CH3:19])([CH3:18])[CH3:17])=[O:14])[CH2:9][C:8]=1[C:20]([O:22][CH2:23][CH3:24])=[O:21])(=O)=O.[F:27][C:28]1[CH:29]=[C:30](B(O)O)[CH:31]=[CH:32][C:33]=1[F:34].C(=O)([O-])[O-].[Na+].[Na+], predict the reaction product. The product is: [F:27][C:28]1[CH:29]=[C:30]([C:7]2[CH2:12][CH2:11][N:10]([C:13]([O:15][C:16]([CH3:17])([CH3:18])[CH3:19])=[O:14])[CH2:9][C:8]=2[C:20]([O:22][CH2:23][CH3:24])=[O:21])[CH:31]=[CH:32][C:33]=1[F:34].